This data is from Full USPTO retrosynthesis dataset with 1.9M reactions from patents (1976-2016). The task is: Predict the reactants needed to synthesize the given product. (1) Given the product [CH:1]1([C:4]2[N:9]=[C:8]3[N:10]([S:14]([C:17]4[CH:23]=[CH:22][C:20]([CH3:21])=[CH:19][CH:18]=4)(=[O:16])=[O:15])[CH:11]=[C:12]([C:51]4[C:50]([CH3:63])=[N:49][N:48]([CH2:47][C:46]5[CH:64]=[CH:65][CH:66]=[C:44]([F:43])[CH:45]=5)[C:52]=4[CH3:53])[C:7]3=[CH:6][C:5]=2[C:24]2[CH:29]=[CH:28][C:27]([N:30]3[CH2:35][CH2:34][N:33]([C:36]([O:38][C:39]([CH3:42])([CH3:41])[CH3:40])=[O:37])[CH2:32][CH2:31]3)=[CH:26][CH:25]=2)[CH2:3][CH2:2]1, predict the reactants needed to synthesize it. The reactants are: [CH:1]1([C:4]2[N:9]=[C:8]3[N:10]([S:14]([C:17]4[CH:23]=[CH:22][C:20]([CH3:21])=[CH:19][CH:18]=4)(=[O:16])=[O:15])[CH:11]=[C:12](I)[C:7]3=[CH:6][C:5]=2[C:24]2[CH:29]=[CH:28][C:27]([N:30]3[CH2:35][CH2:34][N:33]([C:36]([O:38][C:39]([CH3:42])([CH3:41])[CH3:40])=[O:37])[CH2:32][CH2:31]3)=[CH:26][CH:25]=2)[CH2:3][CH2:2]1.[F:43][C:44]1[CH:45]=[C:46]([CH:64]=[CH:65][CH:66]=1)[CH2:47][N:48]1[C:52]([CH3:53])=[C:51](B2OC(C)(C)C(C)(C)O2)[C:50]([CH3:63])=[N:49]1.C(=O)([O-])[O-].[Na+].[Na+]. (2) Given the product [O:1]1[C:8]2[CH:7]=[C:6]([C:9]([O:11][CH2:14][C:15]([N:17]([CH3:19])[CH3:18])=[O:16])=[O:10])[NH:5][C:4]=2[CH:3]=[CH:2]1, predict the reactants needed to synthesize it. The reactants are: [O:1]1[C:8]2[CH:7]=[C:6]([C:9]([O-:11])=[O:10])[NH:5][C:4]=2[CH:3]=[CH:2]1.[Na+].Cl[CH2:14][C:15]([N:17]([CH3:19])[CH3:18])=[O:16]. (3) Given the product [CH:13]1([C:18]([NH:11][C:8]2[CH:7]=[CH:6][C:5]([C:4]([OH:3])=[O:12])=[CH:10][CH:9]=2)=[O:19])[CH2:17][CH2:16][CH2:15][CH2:14]1, predict the reactants needed to synthesize it. The reactants are: C([O:3][C:4](=[O:12])[C:5]1[CH:10]=[CH:9][C:8]([NH2:11])=[CH:7][CH:6]=1)C.[CH:13]1([C:18](O)=[O:19])[CH2:17][CH2:16][CH2:15][CH2:14]1.[OH-].[Na+]. (4) Given the product [Br:8][C:5]1[CH:6]=[CH:7][N:2]2[N:1]=[C:28]([C:27]3[CH:31]=[CH:32][CH:33]=[C:25]([O:24][CH3:23])[CH:26]=3)[N:9]=[C:3]2[CH:4]=1, predict the reactants needed to synthesize it. The reactants are: [NH2:1][N+:2]1[CH:7]=[CH:6][C:5]([Br:8])=[CH:4][C:3]=1[NH2:9].CC1C=C(C)C=C(C)C=1S([O-])(=O)=O.[CH3:23][O:24][C:25]1[CH:26]=[C:27]([CH:31]=[CH:32][CH:33]=1)[C:28](Cl)=O. (5) Given the product [Br:35][C:32]1[CH:33]=[CH:34][C:29]([NH:28][S:25]([C:19]2[CH:24]=[CH:23][CH:22]=[CH:21][CH:20]=2)(=[O:27])=[O:26])=[C:30]([I:36])[CH:31]=1, predict the reactants needed to synthesize it. The reactants are: [F-].C([N+](CCCC)(CCCC)CCCC)CCC.[C:19]1([S:25]([N:28](S(C2C=CC=CC=2)(=O)=O)[C:29]2[CH:34]=[CH:33][C:32]([Br:35])=[CH:31][C:30]=2[I:36])(=[O:27])=[O:26])[CH:24]=[CH:23][CH:22]=[CH:21][CH:20]=1.